Predict which catalyst facilitates the given reaction. From a dataset of Catalyst prediction with 721,799 reactions and 888 catalyst types from USPTO. (1) Reactant: [CH2:1]([O:8][C:9]1[CH:10]=[C:11]([CH:32]=[C:33]([O:35][Si](C(C)(C)C)(C)C)[CH:34]=1)[CH2:12][C@@H:13]([C:22]([O:24][CH2:25][C:26]1[CH:31]=[CH:30][CH:29]=[CH:28][CH:27]=1)=[O:23])[NH:14][C:15]([O:17][C:18]([CH3:21])([CH3:20])[CH3:19])=[O:16])[C:2]1[CH:7]=[CH:6][CH:5]=[CH:4][CH:3]=1.[F-].C([N+](CCCC)(CCCC)CCCC)CCC. Product: [CH2:1]([O:8][C:9]1[CH:10]=[C:11]([CH:32]=[C:33]([OH:35])[CH:34]=1)[CH2:12][C@@H:13]([C:22]([O:24][CH2:25][C:26]1[CH:31]=[CH:30][CH:29]=[CH:28][CH:27]=1)=[O:23])[NH:14][C:15]([O:17][C:18]([CH3:21])([CH3:20])[CH3:19])=[O:16])[C:2]1[CH:7]=[CH:6][CH:5]=[CH:4][CH:3]=1. The catalyst class is: 1. (2) Reactant: C(N(C(C)C)CC)(C)C.CCCP1(OP(CCC)(=O)OP(CCC)(=O)O1)=O.[Cl:28][C:29]1[CH:34]=[CH:33][C:32]([C:35]2[N:36]=[C:37]3[CH:42]=[CH:41][C:40]([C:43]([O-:45])=O)=[CH:39][N:38]3[C:46]=2[CH2:47][OH:48])=[CH:31][CH:30]=1.[Na+].[NH:50]1[CH2:55][CH2:54][CH:53]([CH2:56][OH:57])[CH2:52][CH2:51]1. Product: [Cl:28][C:29]1[CH:30]=[CH:31][C:32]([C:35]2[N:36]=[C:37]3[CH:42]=[CH:41][C:40]([C:43]([N:50]4[CH2:55][CH2:54][CH:53]([CH2:56][OH:57])[CH2:52][CH2:51]4)=[O:45])=[CH:39][N:38]3[C:46]=2[CH2:47][OH:48])=[CH:33][CH:34]=1. The catalyst class is: 656. (3) Reactant: [CH:1]([CH:4]1[CH2:8][NH:7][C@@H:6]([CH2:9][OH:10])[CH2:5]1)([CH3:3])[CH3:2].C(N(CC)CC)C.[S:18](Cl)(Cl)(=[O:20])=[O:19]. Product: [CH:1]([CH:4]1[CH2:8][N:7]2[S:18](=[O:20])(=[O:19])[O:10][CH2:9][C@H:6]2[CH2:5]1)([CH3:3])[CH3:2]. The catalyst class is: 2. (4) Reactant: [H-].[Na+].[NH:3]1[C:11]2[C:6](=[CH:7][CH:8]=[CH:9][CH:10]=2)[C:5](=[O:12])[C:4]1=[O:13].Br[CH2:15][C:16]1[CH:21]=[CH:20][CH:19]=[CH:18][C:17]=1[Cl:22]. Product: [Cl:22][C:17]1[CH:18]=[CH:19][CH:20]=[CH:21][C:16]=1[CH2:15][N:3]1[C:11]2[C:6](=[CH:7][CH:8]=[CH:9][CH:10]=2)[C:5](=[O:12])[C:4]1=[O:13]. The catalyst class is: 1.